From a dataset of Forward reaction prediction with 1.9M reactions from USPTO patents (1976-2016). Predict the product of the given reaction. (1) Given the reactants [OH:1][N:2]1[C:6](=[O:7])[CH2:5][CH2:4][C:3]1=[O:8].[CH:9]1[C:22]2[C:13](=[N:14][C:15]3[C:20]([C:21]=2[C:23]([O:25][C:26]2[C:31]([Br:32])=[CH:30][C:29]([CH2:33][CH2:34][C:35](O)=[O:36])=[CH:28][C:27]=2[Br:38])=[O:24])=[CH:19][CH:18]=[CH:17][CH:16]=3)[CH:12]=[CH:11][CH:10]=1.C1(N=C=NC2CCCCC2)CCCCC1, predict the reaction product. The product is: [CH:19]1[C:20]2[C:15](=[N:14][C:13]3[C:22]([C:21]=2[C:23]([O:25][C:26]2[C:27]([Br:38])=[CH:28][C:29]([CH2:33][CH2:34][C:35]([O:1][N:2]4[C:6](=[O:7])[CH2:5][CH2:4][C:3]4=[O:8])=[O:36])=[CH:30][C:31]=2[Br:32])=[O:24])=[CH:9][CH:10]=[CH:11][CH:12]=3)[CH:16]=[CH:17][CH:18]=1. (2) Given the reactants [CH3:1][C:2]([NH:9][S:10]([CH:13]=[CH2:14])(=[O:12])=[O:11])([CH3:8])[CH2:3][C:4]([CH3:7])([CH3:6])[CH3:5].[Cl:15][C:16]1[C:21](I)=[CH:20][CH:19]=[CH:18][C:17]=1OC.C1(P(C2C=CC=CC=2)C2C=CC=CC=2)C=CC=CC=1.C(N(CC)CC)C, predict the reaction product. The product is: [CH3:8][C:2]([NH:9][S:10](/[CH:13]=[CH:14]/[C:17]1[CH:18]=[CH:19][CH:20]=[CH:21][C:16]=1[Cl:15])(=[O:12])=[O:11])([CH3:1])[CH2:3][C:4]([CH3:5])([CH3:6])[CH3:7]. (3) Given the reactants [C:1]1([C:13]2[CH:18]=[CH:17][CH:16]=[CH:15][CH:14]=2)[CH:6]=[CH:5][CH:4]=[CH:3][C:2]=1[N:7]1[CH2:12][CH2:11][NH:10][CH2:9][CH2:8]1.[C:19]1([C:27]2[CH:32]=[CH:31][CH:30]=[CH:29][CH:28]=2)[C:20]([CH:25]=O)=[CH:21][CH:22]=[CH:23][CH:24]=1.[BH-](OC(C)=O)(OC(C)=O)OC(C)=O.[Na+].C1(C2C=CC=CC=2)C=CC=CC=1CN1CCN(C2C=CC=CC=2)CC1, predict the reaction product. The product is: [C:19]1([C:27]2[CH:28]=[CH:29][CH:30]=[CH:31][CH:32]=2)[CH:24]=[CH:23][CH:22]=[CH:21][C:20]=1[CH2:25][N:10]1[CH2:9][CH2:8][N:7]([C:2]2[CH:3]=[CH:4][CH:5]=[CH:6][C:1]=2[C:13]2[CH:14]=[CH:15][CH:16]=[CH:17][CH:18]=2)[CH2:12][CH2:11]1. (4) Given the reactants [F:1][C:2]1[C:7]([OH:8])=[CH:6][CH:5]=[C:4]([F:9])[C:3]=1[CH:10]([O:14][CH2:15][CH3:16])[C:11]([OH:13])=O.Cl.[NH2:18][CH2:19][C:20]1[CH:27]=[CH:26][C:23]([C:24]#[N:25])=[CH:22][CH:21]=1.ON1C2C=CC=CC=2N=N1.C(Cl)CCl, predict the reaction product. The product is: [C:19]([C:20]1[CH:27]=[CH:26][C:23]([CH2:24][NH:25][C:11](=[O:13])[CH:10]([C:3]2[C:4]([F:9])=[CH:5][CH:6]=[C:7]([OH:8])[C:2]=2[F:1])[O:14][CH2:15][CH3:16])=[CH:22][CH:21]=1)#[N:18].